From a dataset of NCI-60 drug combinations with 297,098 pairs across 59 cell lines. Regression. Given two drug SMILES strings and cell line genomic features, predict the synergy score measuring deviation from expected non-interaction effect. (1) Drug 1: C1=CC(=C2C(=C1NCCNCCO)C(=O)C3=C(C=CC(=C3C2=O)O)O)NCCNCCO. Drug 2: C1C(C(OC1N2C=NC(=NC2=O)N)CO)O. Cell line: OVCAR-4. Synergy scores: CSS=34.6, Synergy_ZIP=-4.97, Synergy_Bliss=3.59, Synergy_Loewe=5.43, Synergy_HSA=9.15. (2) Drug 1: C1CN1P(=S)(N2CC2)N3CC3. Drug 2: CC1=C(C=C(C=C1)C(=O)NC2=CC(=CC(=C2)C(F)(F)F)N3C=C(N=C3)C)NC4=NC=CC(=N4)C5=CN=CC=C5. Cell line: MOLT-4. Synergy scores: CSS=52.4, Synergy_ZIP=-1.23, Synergy_Bliss=-2.08, Synergy_Loewe=-12.4, Synergy_HSA=-3.02. (3) Drug 1: CCCS(=O)(=O)NC1=C(C(=C(C=C1)F)C(=O)C2=CNC3=C2C=C(C=N3)C4=CC=C(C=C4)Cl)F. Drug 2: CNC(=O)C1=NC=CC(=C1)OC2=CC=C(C=C2)NC(=O)NC3=CC(=C(C=C3)Cl)C(F)(F)F. Cell line: MALME-3M. Synergy scores: CSS=61.3, Synergy_ZIP=1.14, Synergy_Bliss=1.94, Synergy_Loewe=-9.32, Synergy_HSA=3.94. (4) Drug 1: CC12CCC(CC1=CCC3C2CCC4(C3CC=C4C5=CN=CC=C5)C)O. Drug 2: N.N.Cl[Pt+2]Cl. Cell line: MCF7. Synergy scores: CSS=8.41, Synergy_ZIP=0.00796, Synergy_Bliss=4.19, Synergy_Loewe=-4.54, Synergy_HSA=-0.331. (5) Drug 1: COC1=C2C(=CC3=C1OC=C3)C=CC(=O)O2. Drug 2: CCC1(C2=C(COC1=O)C(=O)N3CC4=CC5=C(C=CC(=C5CN(C)C)O)N=C4C3=C2)O.Cl. Cell line: OVCAR-8. Synergy scores: CSS=1.39, Synergy_ZIP=-13.3, Synergy_Bliss=-26.0, Synergy_Loewe=-38.3, Synergy_HSA=-24.9.